The task is: Predict the reactants needed to synthesize the given product.. This data is from Full USPTO retrosynthesis dataset with 1.9M reactions from patents (1976-2016). (1) Given the product [F:1][C:2]1[C:11]([N:12]2[CH2:17][CH2:16][CH:15]([N:34]3[CH2:35][CH2:36][N:31]([C:29]4[CH:30]=[C:21]([O:20][CH3:19])[CH:22]=[C:23]5[C:28]=4[N:27]=[CH:26][CH:25]=[CH:24]5)[CH2:32][CH2:33]3)[CH2:14][CH2:13]2)=[C:10]2[C:5]([CH:6]=[CH:7][CH:8]=[N:9]2)=[CH:4][CH:3]=1, predict the reactants needed to synthesize it. The reactants are: [F:1][C:2]1[C:11]([N:12]2[CH2:17][CH2:16][C:15](=O)[CH2:14][CH2:13]2)=[C:10]2[C:5]([CH:6]=[CH:7][CH:8]=[N:9]2)=[CH:4][CH:3]=1.[CH3:19][O:20][C:21]1[CH:22]=[C:23]2[C:28](=[C:29]([N:31]3[CH2:36][CH2:35][NH:34][CH2:33][CH2:32]3)[CH:30]=1)[N:27]=[CH:26][CH:25]=[CH:24]2.C([BH3-])#N.[Na+]. (2) The reactants are: I[C:2]1[CH:7]=[CH:6][CH:5]=[C:4]([N+:8]([O-:10])=[O:9])[CH:3]=1.Br[C:12]([F:19])([F:18])[C:13]([O:15][CH2:16][CH3:17])=[O:14]. Given the product [F:18][C:12]([F:19])([C:2]1[CH:7]=[CH:6][CH:5]=[C:4]([N+:8]([O-:10])=[O:9])[CH:3]=1)[C:13]([O:15][CH2:16][CH3:17])=[O:14], predict the reactants needed to synthesize it. (3) Given the product [Cl:22][C:19]1[CH:20]=[CH:21][C:16]([NH:15][S:12]([C:8]2[CH:7]=[CH:6][C:5]([O:23][CH3:24])=[C:4]3[C:9]=2[CH2:10][CH2:11][C@H:2]([NH:1][C:28](=[O:29])[O:27][CH2:25][CH3:26])[CH2:3]3)(=[O:13])=[O:14])=[CH:17][CH:18]=1, predict the reactants needed to synthesize it. The reactants are: [NH2:1][C@H:2]1[CH2:11][CH2:10][C:9]2[C:8]([S:12]([NH:15][C:16]3[CH:21]=[CH:20][C:19]([Cl:22])=[CH:18][CH:17]=3)(=[O:14])=[O:13])=[CH:7][CH:6]=[C:5]([O:23][CH3:24])[C:4]=2[CH2:3]1.[CH2:25]([O:27][C:28](Cl)=[O:29])[CH3:26].C(N(CC)CC)C.